Task: Predict the reactants needed to synthesize the given product.. Dataset: Full USPTO retrosynthesis dataset with 1.9M reactions from patents (1976-2016) (1) Given the product [C:1]([O:5][C:6]([N:8]1[CH2:12][CH2:11][CH2:10][C@H:9]1[CH2:13][C:17]#[CH:18])=[O:7])([CH3:4])([CH3:3])[CH3:2], predict the reactants needed to synthesize it. The reactants are: [C:1]([O:5][C:6]([N:8]1[CH2:12][CH2:11][CH2:10][C@H:9]1[CH2:13]I)=[O:7])([CH3:4])([CH3:3])[CH3:2].[Li].[F-].[CH2:17]([N+](CCCC)(CCCC)CCCC)[CH2:18]CC. (2) Given the product [Br:25][C:10]1[CH:11]=[C:12]2[C:17](=[CH:18][C:9]=1[OH:8])[N:16]=[C:15]([CH3:19])[CH:14]=[C:13]2[N:20]1[CH2:24][CH2:23][CH2:22][CH2:21]1, predict the reactants needed to synthesize it. The reactants are: C([O:8][C:9]1[CH:18]=[C:17]2[C:12]([C:13]([N:20]3[CH2:24][CH2:23][CH2:22][CH2:21]3)=[CH:14][C:15]([CH3:19])=[N:16]2)=[CH:11][C:10]=1[Br:25])C1C=CC=CC=1.[Na]. (3) Given the product [CH2:36]([N:44]([CH2:45][CH3:46])[C:20]([CH:19]([C:23]1[CH:28]=[CH:27][CH:26]=[C:25]([F:29])[CH:24]=1)[N:16]1[CH2:15][CH2:14][N:13]([C:10]2[CH:11]=[CH:12][C:7]([NH:6][C:4](=[O:5])[CH:3]([CH2:1][CH3:2])[CH2:31][CH3:32])=[CH:8][C:9]=2[F:30])[CH2:18][CH2:17]1)=[O:21])[CH3:35], predict the reactants needed to synthesize it. The reactants are: [CH2:1]([CH:3]([CH2:31][CH3:32])[C:4]([NH:6][C:7]1[CH:12]=[CH:11][C:10]([N:13]2[CH2:18][CH2:17][N:16]([CH:19]([C:23]3[CH:28]=[CH:27][CH:26]=[C:25]([F:29])[CH:24]=3)[C:20](O)=[O:21])[CH2:15][CH2:14]2)=[C:9]([F:30])[CH:8]=1)=[O:5])[CH3:2].CO[C:35](=O)[CH:36]([N:44]1CCN(C2C=CC(NC(=O)C(CC)CC)=CC=2F)[CH2:46][CH2:45]1)C1C=CC=C(F)C=1.[OH-].[K+].CC(O)=O. (4) Given the product [OH:32][C:33]1[CH:38]=[CH:37][C:36]([C:10]2[CH2:16][CH2:15][CH2:14][C:13]3[CH:17]=[C:18]([OH:21])[CH:19]=[CH:20][C:12]=3[CH:11]=2)=[CH:35][CH:34]=1, predict the reactants needed to synthesize it. The reactants are: FC(F)(F)C(F)(F)C(F)(F)C(F)(F)S(O[C:10]1[CH2:16][CH2:15][CH2:14][C:13]2[CH:17]=[C:18]([O:21]C)[CH:19]=[CH:20][C:12]=2[CH:11]=1)(=O)=O.C[O:32][C:33]1[CH:38]=[CH:37][C:36](B(O)O)=[CH:35][CH:34]=1.C1(C)C=CC=CC=1.C([O-])([O-])=O.[Na+].[Na+]. (5) Given the product [CH2:13]=[C:12]([C:10]1[CH:11]=[C:6]([C@H:4]([NH2:1])[CH3:5])[CH:7]=[N:8][CH:9]=1)[CH3:14], predict the reactants needed to synthesize it. The reactants are: [N:1]([C@@H:4]([C:6]1[CH:7]=[N:8][CH:9]=[C:10]([C:12]([CH3:14])=[CH2:13])[CH:11]=1)[CH3:5])=[N+]=[N-]. (6) Given the product [CH3:40][N:39]([CH3:43])[C:28]1[N:27]([NH:26][C:11]([C@@H:9]2[CH2:10][C@@H:8]2[C:5]2[CH:4]=[CH:3][C:2]([Cl:1])=[CH:7][CH:6]=2)=[O:13])[C:36](=[O:37])[C:35]2[C:30](=[CH:31][C:32]([F:38])=[CH:33][CH:34]=2)[N:29]=1, predict the reactants needed to synthesize it. The reactants are: [Cl:1][C:2]1[CH:7]=[CH:6][C:5]([CH:8]2[CH2:10][CH:9]2[C:11]([OH:13])=O)=[CH:4][CH:3]=1.C(Cl)(=O)C(Cl)=O.N1C=CC=CC=1.[NH2:26][N:27]1[C:36](=[O:37])[C:35]2[C:30](=[CH:31][C:32]([F:38])=[CH:33][CH:34]=2)[N:29]=[C:28]1[N:39]1[CH2:43]CC[CH2:40]1.